From a dataset of Forward reaction prediction with 1.9M reactions from USPTO patents (1976-2016). Predict the product of the given reaction. (1) Given the reactants [CH3:1][O:2][C:3]1[CH:8]=[CH:7][CH:6]=[CH:5][C:4]=1[OH:9].C(=O)([O-])[O-].[K+].[K+].CN(C)C=O.[F:21][C:22]1[CH:27]=[C:26]([N+:28]([O-:30])=[O:29])[C:25](F)=[CH:24][C:23]=1[NH:32][C:33](=[O:35])[CH3:34], predict the reaction product. The product is: [F:21][C:22]1[CH:27]=[C:26]([N+:28]([O-:30])=[O:29])[C:25]([O:9][C:4]2[CH:5]=[CH:6][CH:7]=[CH:8][C:3]=2[O:2][CH3:1])=[CH:24][C:23]=1[NH:32][C:33](=[O:35])[CH3:34]. (2) Given the reactants [N:1]([CH:4]([CH3:6])[CH3:5])=[C:2]=[O:3].[NH2:7][CH2:8][CH2:9][CH2:10][NH:11][C:12]1[CH:17]=[C:16]([C:18]2[CH:23]=[CH:22][CH:21]=[C:20]([CH3:24])[C:19]=2[CH3:25])[N:15]=[C:14]([NH2:26])[N:13]=1, predict the reaction product. The product is: [NH2:26][C:14]1[N:13]=[C:12]([NH:11][CH2:10][CH2:9][CH2:8][NH:7][C:2]([NH:1][CH:4]([CH3:6])[CH3:5])=[O:3])[CH:17]=[C:16]([C:18]2[CH:23]=[CH:22][CH:21]=[C:20]([CH3:24])[C:19]=2[CH3:25])[N:15]=1. (3) Given the reactants [C:1]1(B(O)O)[CH:6]=[CH:5][CH:4]=[CH:3][CH:2]=1.C(=O)([O-])[O-].[Na+].[Na+].Br[C:17]1[CH:18]=[C:19]2[C:23](=[CH:24][C:25]=1[Cl:26])[N:22]([CH2:27][O:28][CH2:29][CH2:30][Si:31]([CH3:34])([CH3:33])[CH3:32])[N:21]=[C:20]2[NH:35][C:36](=[O:40])[CH2:37][CH2:38][CH3:39].C(OCC)(=O)C, predict the reaction product. The product is: [C:1]1([C:17]2[CH:18]=[C:19]3[C:23](=[CH:24][C:25]=2[Cl:26])[N:22]([CH2:27][O:28][CH2:29][CH2:30][Si:31]([CH3:33])([CH3:34])[CH3:32])[N:21]=[C:20]3[NH:35][C:36](=[O:40])[CH2:37][CH2:38][CH3:39])[CH:6]=[CH:5][CH:4]=[CH:3][CH:2]=1. (4) Given the reactants [CH3:1][S:2](Cl)(=[O:4])=[O:3].CCN(CC)CC.Cl.[NH2:14][CH2:15][CH2:16][CH2:17][O:18][C:19]1[C:24]2[B:25]([OH:32])[O:26][CH:27]([CH2:28][N+:29]([O-:31])=[O:30])[C:23]=2[CH:22]=[CH:21][CH:20]=1, predict the reaction product. The product is: [OH:32][B:25]1[C:24]2[C:19]([O:18][CH2:17][CH2:16][CH2:15][NH:14][S:2]([CH3:1])(=[O:4])=[O:3])=[CH:20][CH:21]=[CH:22][C:23]=2[CH:27]([CH2:28][N+:29]([O-:31])=[O:30])[O:26]1. (5) Given the reactants C[O:2][C:3]([CH:5](C(OC)=O)[N:6]1[CH2:17][CH2:16][N:15]2[CH2:18][CH2:19][N:9]([CH2:10][CH2:11][N:12]([CH:20](C(OC)=O)[C:21](OC)=[O:22])[CH2:13][CH2:14]2)[CH2:8][CH2:7]1)=O.[H-].[Al+3].[Li+].[H-].[H-].[H-], predict the reaction product. The product is: [OH:22][CH2:21][CH2:20][N:12]1[CH2:11][CH2:10][N:9]2[CH2:19][CH2:18][N:15]([CH2:16][CH2:17][N:6]([CH2:5][CH2:3][OH:2])[CH2:7][CH2:8]2)[CH2:14][CH2:13]1. (6) Given the reactants [Na].[CH2:2]([OH:8])[CH:3]1[O:7][CH2:6][CH2:5][CH2:4]1.Cl[CH2:10][Si:11]([CH3:18])([O:15][CH2:16][CH3:17])[O:12][CH2:13][CH3:14], predict the reaction product. The product is: [CH2:2]([O:8][CH2:10][Si:11]([CH3:18])([O:15][CH2:16][CH3:17])[O:12][CH2:13][CH3:14])[CH:3]1[O:7][CH2:6][CH2:5][CH2:4]1. (7) Given the reactants [Br:1][C:2]1[CH:3]=[N:4][C:5]2[N:6]([N:8]=[CH:9][C:10]=2[C:11]([OH:13])=O)[CH:7]=1.CN(C(ON1N=NC2C=CC=NC1=2)=[N+](C)C)C.F[P-](F)(F)(F)(F)F.[CH3:38][C@@H:39]1[NH:44][CH2:43][CH2:42][N:41]([S:45]([C:48]2[CH:53]=[CH:52][C:51]([C:54]([F:57])([F:56])[F:55])=[CH:50][CH:49]=2)(=[O:47])=[O:46])[CH2:40]1.C(N(CC)C(C)C)(C)C, predict the reaction product. The product is: [Br:1][C:2]1[CH:3]=[N:4][C:5]2[N:6]([N:8]=[CH:9][C:10]=2[C:11]([N:44]2[CH2:43][CH2:42][N:41]([S:45]([C:48]3[CH:49]=[CH:50][C:51]([C:54]([F:57])([F:55])[F:56])=[CH:52][CH:53]=3)(=[O:46])=[O:47])[CH2:40][C@@H:39]2[CH3:38])=[O:13])[CH:7]=1.